This data is from Cav3 T-type calcium channel HTS with 100,875 compounds. The task is: Binary Classification. Given a drug SMILES string, predict its activity (active/inactive) in a high-throughput screening assay against a specified biological target. (1) The molecule is Clc1c(CSCC(=O)NCCOC)c(F)ccc1. The result is 0 (inactive). (2) The result is 0 (inactive). The drug is S1CCN=C1NC(=O)c1oc2c(c1)cccc2. (3) The compound is Brc1cc(OCCn2ccnc2)ccc1. The result is 0 (inactive). (4) The drug is Clc1nn(C23CC4(CC(C3)CC(C2)C4)C(=O)Nc2cc([N+]([O-])=O)cc(Oc3ccccc3)c2)cn1. The result is 0 (inactive). (5) The molecule is S(c1nc(nc2n(c(=O)n(c(=O)c12)C)C)C1CC1)Cc1ncccc1. The result is 0 (inactive). (6) The molecule is o1c2c(C(N(C2=O)Cc2ccccc2)c2ncccc2)c(=O)c2c1cccc2. The result is 0 (inactive).